From a dataset of Full USPTO retrosynthesis dataset with 1.9M reactions from patents (1976-2016). Predict the reactants needed to synthesize the given product. (1) Given the product [Br:9][C:10]1[S:14][C:13]2=[N:15][CH:16]=[C:17]([I:8])[N:12]2[N:11]=1, predict the reactants needed to synthesize it. The reactants are: C1C(=O)N([I:8])C(=O)C1.[Br:9][C:10]1[S:14][C:13]2=[N:15][CH:16]=[CH:17][N:12]2[N:11]=1.[O-]S([O-])(=S)=O.[Na+].[Na+]. (2) Given the product [CH3:25][C:17]1[CH:18]=[C:19]([CH3:24])[CH:20]=[C:21]([CH:22]=[CH2:23])[C:16]=1[C:15]1[C:14](=[O:26])[NH:13][C:5]2([CH2:6][CH2:7][N:8]([O:11][CH3:12])[CH2:9][CH2:10]2)[C:3]=1[OH:2], predict the reactants needed to synthesize it. The reactants are: C[O:2][C:3]([C:5]1([NH:13][C:14](=[O:26])[CH2:15][C:16]2[C:21]([CH:22]=[CH2:23])=[CH:20][C:19]([CH3:24])=[CH:18][C:17]=2[CH3:25])[CH2:10][CH2:9][N:8]([O:11][CH3:12])[CH2:7][CH2:6]1)=O.C[O-].[Na+].[Cl-].[NH4+].Cl. (3) Given the product [NH:3]1[C:7]2[CH:8]=[CH:9][CH:10]=[CH:11][C:6]=2[N:5]=[C:4]1[NH:12][CH2:13][CH2:14][O:15][C:16]1[CH:17]=[CH:18][C:19]([CH2:20][C@@H:21]([C:33]([OH:35])=[O:34])[NH:22][C:23](=[O:32])[C:24]2[C:29]([Cl:30])=[CH:28][CH:27]=[CH:26][C:25]=2[Cl:31])=[CH:37][CH:38]=1, predict the reactants needed to synthesize it. The reactants are: [Li+].[OH-].[NH:3]1[C:7]2[CH:8]=[CH:9][CH:10]=[CH:11][C:6]=2[N:5]=[C:4]1[NH:12][CH2:13][CH2:14][O:15][C:16]1[CH:38]=[CH:37][C:19]([CH2:20][C@@H:21]([C:33]([O:35]C)=[O:34])[NH:22][C:23](=[O:32])[C:24]2[C:29]([Cl:30])=[CH:28][CH:27]=[CH:26][C:25]=2[Cl:31])=[CH:18][CH:17]=1. (4) Given the product [CH2:12]([C:14]1[CH:15]=[CH:16][C:17]([C:20]2[CH:21]=[C:22]([C:23]([F:24])([F:25])[F:26])[N:3]3[N:4]=[CH:5][C:6]([C:7]([O:9][CH2:10][CH3:11])=[O:8])=[C:2]3[N:1]=2)=[CH:18][CH:19]=1)[CH3:13], predict the reactants needed to synthesize it. The reactants are: [NH2:1][C:2]1[C:6]([C:7]([O:9][CH2:10][CH3:11])=[O:8])=[CH:5][NH:4][N:3]=1.[CH2:12]([C:14]1[CH:19]=[CH:18][C:17]([C:20](=O)[CH2:21][C:22](=O)[C:23]([F:26])([F:25])[F:24])=[CH:16][CH:15]=1)[CH3:13].